From a dataset of Full USPTO retrosynthesis dataset with 1.9M reactions from patents (1976-2016). Predict the reactants needed to synthesize the given product. (1) The reactants are: CN1CCOCC1.[N:8]1([C:13]2[CH:18]=[CH:17][C:16]([C:19]3([C:22]([OH:24])=O)[CH2:21][CH2:20]3)=[CH:15][CH:14]=2)[CH:12]=[CH:11][CH:10]=[N:9]1.Cl.Cl.[NH:27]1[CH2:31][CH2:30][C:29]2([C:39]3[CH:38]=[CH:37][N:36]=[CH:35][C:34]=3[C:33](=[O:40])[O:32]2)[CH2:28]1.F[P-](F)(F)(F)(F)F.N1(O[P+](N(C)C)(N(C)C)N(C)C)C2C=CC=CC=2N=N1.C(O)(C(F)(F)F)=O. Given the product [N:8]1([C:13]2[CH:14]=[CH:15][C:16]([C:19]3([C:22]([N:27]4[CH2:31][CH2:30][C@@:29]5([C:39]6[CH:38]=[CH:37][N:36]=[CH:35][C:34]=6[C:33](=[O:40])[O:32]5)[CH2:28]4)=[O:24])[CH2:20][CH2:21]3)=[CH:17][CH:18]=2)[CH:12]=[CH:11][CH:10]=[N:9]1, predict the reactants needed to synthesize it. (2) Given the product [CH3:13][C@@H:12]([N:14]([CH2:22][C@@H:23]([C:32]1[CH:33]=[N:34][CH:35]=[CH:36][CH:37]=1)[O:24][Si:25]([CH2:30][CH3:31])([CH2:28][CH3:29])[CH2:26][CH3:27])[C:15](=[O:21])[O:16][C:17]([CH3:20])([CH3:19])[CH3:18])[CH2:11][C:7]1[C:6]2[C:10](=[C:2]([O:1][C@H:55]([CH3:64])[C:56]([N:58]3[CH2:63][CH2:62][O:61][CH2:60][CH2:59]3)=[O:57])[CH:3]=[CH:4][CH:5]=2)[NH:9][CH:8]=1, predict the reactants needed to synthesize it. The reactants are: [OH:1][C:2]1[CH:3]=[CH:4][CH:5]=[C:6]2[C:10]=1[NH:9][CH:8]=[C:7]2[CH2:11][C@H:12]([N:14]([CH2:22][C@@H:23]([C:32]1[CH:33]=[N:34][CH:35]=[CH:36][CH:37]=1)[O:24][Si:25]([CH2:30][CH3:31])([CH2:28][CH3:29])[CH2:26][CH3:27])[C:15](=[O:21])[O:16][C:17]([CH3:20])([CH3:19])[CH3:18])[CH3:13].C(=O)([O-])[O-].[K+].[K+].CC1C=CC(S(O[C@@H:55]([CH3:64])[C:56]([N:58]2[CH2:63][CH2:62][O:61][CH2:60][CH2:59]2)=[O:57])(=O)=O)=CC=1.C(OCC)(=O)C. (3) Given the product [Br:1][C:2]1[CH:3]=[C:4]([CH2:8][CH:9]([NH2:11])[CH3:10])[CH:5]=[CH:6][CH:7]=1, predict the reactants needed to synthesize it. The reactants are: [Br:1][C:2]1[CH:7]=[CH:6][CH:5]=[C:4]([CH:8]=[C:9]([N+:11]([O-])=O)[CH3:10])[CH:3]=1.[H-].[H-].[H-].[H-].[Li+].[Al+3]. (4) The reactants are: [NH2:1][C:2]1[CH:3]=[C:4]2[C:8](=[CH:9][CH:10]=1)[NH:7][CH:6]=[C:5]2[CH2:11][CH2:12][NH:13][C:14](=[O:16])[CH3:15].Cl[C:18]([O:20][CH2:21][CH:22]=[CH2:23])=[O:19]. Given the product [CH2:21]([O:20][C:18](=[O:19])[NH:1][C:2]1[CH:3]=[C:4]2[C:8](=[CH:9][CH:10]=1)[NH:7][CH:6]=[C:5]2[CH2:11][CH2:12][NH:13][C:14](=[O:16])[CH3:15])[CH:22]=[CH2:23], predict the reactants needed to synthesize it.